From a dataset of NCI-60 drug combinations with 297,098 pairs across 59 cell lines. Regression. Given two drug SMILES strings and cell line genomic features, predict the synergy score measuring deviation from expected non-interaction effect. (1) Drug 1: COC1=CC(=CC(=C1O)OC)C2C3C(COC3=O)C(C4=CC5=C(C=C24)OCO5)OC6C(C(C7C(O6)COC(O7)C8=CC=CS8)O)O. Drug 2: C(CN)CNCCSP(=O)(O)O. Cell line: MCF7. Synergy scores: CSS=39.7, Synergy_ZIP=5.63, Synergy_Bliss=9.78, Synergy_Loewe=-34.7, Synergy_HSA=7.25. (2) Cell line: SNB-19. Drug 2: CC12CCC3C(C1CCC2O)C(CC4=C3C=CC(=C4)O)CCCCCCCCCS(=O)CCCC(C(F)(F)F)(F)F. Drug 1: CC1C(C(=O)NC(C(=O)N2CCCC2C(=O)N(CC(=O)N(C(C(=O)O1)C(C)C)C)C)C(C)C)NC(=O)C3=C4C(=C(C=C3)C)OC5=C(C(=O)C(=C(C5=N4)C(=O)NC6C(OC(=O)C(N(C(=O)CN(C(=O)C7CCCN7C(=O)C(NC6=O)C(C)C)C)C)C(C)C)C)N)C. Synergy scores: CSS=40.5, Synergy_ZIP=16.0, Synergy_Bliss=19.9, Synergy_Loewe=-15.5, Synergy_HSA=16.0. (3) Drug 1: CN(C)N=NC1=C(NC=N1)C(=O)N. Drug 2: C1CN1P(=S)(N2CC2)N3CC3. Cell line: MDA-MB-231. Synergy scores: CSS=7.99, Synergy_ZIP=-3.70, Synergy_Bliss=-3.77, Synergy_Loewe=-15.7, Synergy_HSA=-6.53. (4) Drug 1: CC=C1C(=O)NC(C(=O)OC2CC(=O)NC(C(=O)NC(CSSCCC=C2)C(=O)N1)C(C)C)C(C)C. Drug 2: C1CN1C2=NC(=NC(=N2)N3CC3)N4CC4. Cell line: UACC62. Synergy scores: CSS=84.5, Synergy_ZIP=0.564, Synergy_Bliss=0.212, Synergy_Loewe=-0.202, Synergy_HSA=2.95. (5) Drug 1: C1=CN(C(=O)N=C1N)C2C(C(C(O2)CO)O)O.Cl. Drug 2: CC1=C(C(=CC=C1)Cl)NC(=O)C2=CN=C(S2)NC3=CC(=NC(=N3)C)N4CCN(CC4)CCO. Cell line: HL-60(TB). Synergy scores: CSS=49.7, Synergy_ZIP=-0.781, Synergy_Bliss=-1.06, Synergy_Loewe=-2.82, Synergy_HSA=0.155. (6) Drug 1: CCCS(=O)(=O)NC1=C(C(=C(C=C1)F)C(=O)C2=CNC3=C2C=C(C=N3)C4=CC=C(C=C4)Cl)F. Drug 2: C1C(C(OC1N2C=C(C(=O)NC2=O)F)CO)O. Cell line: SK-MEL-5. Synergy scores: CSS=45.9, Synergy_ZIP=-10.6, Synergy_Bliss=-6.39, Synergy_Loewe=-7.11, Synergy_HSA=-1.07.